From a dataset of Full USPTO retrosynthesis dataset with 1.9M reactions from patents (1976-2016). Predict the reactants needed to synthesize the given product. Given the product [Br:3][C:4]1[CH:12]=[CH:11][CH:10]=[C:9]2[C:5]=1[CH:6]=[CH:7][N:8]2[S:21]([C:17]1[CH:18]=[CH:19][CH:20]=[C:15]([C:14]([F:13])([F:25])[F:26])[CH:16]=1)(=[O:23])=[O:22], predict the reactants needed to synthesize it. The reactants are: [OH-].[Na+].[Br:3][C:4]1[CH:12]=[CH:11][CH:10]=[C:9]2[C:5]=1[CH:6]=[CH:7][NH:8]2.[F:13][C:14]([F:26])([F:25])[C:15]1[CH:16]=[C:17]([S:21](Cl)(=[O:23])=[O:22])[CH:18]=[CH:19][CH:20]=1.